From a dataset of Full USPTO retrosynthesis dataset with 1.9M reactions from patents (1976-2016). Predict the reactants needed to synthesize the given product. (1) Given the product [F:22][C:19]1[CH:18]=[CH:17][C:16]([C:10]2[C:9]3[C:13](=[CH:14][CH:15]=[C:7]([C:5]4[NH:6][C:25]([CH2:26][N:27]5[CH2:32][CH2:31][CH:30]([OH:33])[CH2:29][CH2:28]5)=[N:24][N:23]=4)[CH:8]=3)[NH:12][N:11]=2)=[CH:21][CH:20]=1, predict the reactants needed to synthesize it. The reactants are: Cl.C(O[C:5]([C:7]1[CH:8]=[C:9]2[C:13](=[CH:14][CH:15]=1)[NH:12][N:11]=[C:10]2[C:16]1[CH:21]=[CH:20][C:19]([F:22])=[CH:18][CH:17]=1)=[NH:6])C.[NH2:23][NH:24][C:25](=O)[CH2:26][N:27]1[CH2:32][CH2:31][CH:30]([OH:33])[CH2:29][CH2:28]1.C[O-].[Na+].Cl. (2) Given the product [F:27][C:24]1[CH:25]=[CH:26][C:21]([C@:13]2([CH2:16][C:17]([OH:20])([CH3:19])[CH3:18])[O:12][C:11](=[O:28])[N:10]([C@H:8]([C:5]3[CH:6]=[CH:7][C:2]([C:30]4[CH:31]=[CH:32][CH:33]=[CH:34][N:29]=4)=[CH:3][CH:4]=3)[CH3:9])[CH2:15][CH2:14]2)=[CH:22][CH:23]=1, predict the reactants needed to synthesize it. The reactants are: Br[C:2]1[CH:7]=[CH:6][C:5]([C@@H:8]([N:10]2[CH2:15][CH2:14][C@@:13]([C:21]3[CH:26]=[CH:25][C:24]([F:27])=[CH:23][CH:22]=3)([CH2:16][C:17]([OH:20])([CH3:19])[CH3:18])[O:12][C:11]2=[O:28])[CH3:9])=[CH:4][CH:3]=1.[N:29]1[CH:34]=[CH:33][CH:32]=[CH:31][C:30]=1B(O)O. (3) Given the product [Br:1][C:2]1[CH:7]=[CH:6][C:5]([S:8]([N:14]([CH3:15])[CH3:13])(=[O:10])=[O:9])=[CH:4][C:3]=1[F:12], predict the reactants needed to synthesize it. The reactants are: [Br:1][C:2]1[CH:7]=[CH:6][C:5]([S:8](Cl)(=[O:10])=[O:9])=[CH:4][C:3]=1[F:12].[CH3:13][NH:14][CH3:15]. (4) Given the product [F:11][C:7]1[CH:8]=[CH:9][CH:10]=[C:2]([C:13]2[CH:14]=[CH:15][CH:16]=[CH:17][CH:18]=2)[C:3]=1[C:4]([OH:6])=[O:5], predict the reactants needed to synthesize it. The reactants are: F[C:2]1[CH:10]=[CH:9][CH:8]=[C:7]([F:11])[C:3]=1[C:4]([OH:6])=[O:5].[Li][C:13]1[CH:14]=[CH:15][CH:16]=[CH:17][CH:18]=1. (5) Given the product [CH2:1]([N:3]1[C:7]2=[N:8][C:9]([CH2:23][O:24][CH3:25])=[C:10](/[CH:19]=[CH:20]/[CH:21]=[CH:45]/[C:46]([O:48][CH2:49][CH3:50])=[O:47])[C:11]([C:12]3[CH:13]=[N:14][CH:15]=[C:16]([CH3:18])[CH:17]=3)=[C:6]2[CH:5]=[N:4]1)[CH3:2], predict the reactants needed to synthesize it. The reactants are: [CH2:1]([N:3]1[C:7]2=[N:8][C:9]([CH2:23][O:24][CH3:25])=[C:10](/[CH:19]=[CH:20]/[CH2:21]O)[C:11]([C:12]3[CH:13]=[N:14][CH:15]=[C:16]([CH3:18])[CH:17]=3)=[C:6]2[CH:5]=[N:4]1)[CH3:2].C1(P(=[CH:45][C:46]([O:48][CH2:49][CH3:50])=[O:47])(C2C=CC=CC=2)C2C=CC=CC=2)C=CC=CC=1. (6) Given the product [F:65][C:34]([F:33])([F:66])[C:35]1[CH:36]=[C:37]([CH:62]=[CH:63][CH:64]=1)[CH2:38][NH:39][C:40]([C:41]1[CH:46]=[CH:45][N:44]=[C:43]([C:47]2[CH:52]=[C:51]([N:53]([CH2:54][CH2:55][CH3:56])[CH2:57][CH2:58][CH3:59])[CH:50]=[CH:49][C:48]=2[NH:60][C:14]([C:13]2[CH:12]=[C:11]([CH:19]=[CH:18][CH:17]=2)[CH2:10][S:9][CH2:8][CH2:7][C:6]([O:5][C:1]([CH3:2])([CH3:3])[CH3:4])=[O:20])=[O:16])[CH:42]=1)=[O:61], predict the reactants needed to synthesize it. The reactants are: [C:1]([O:5][C:6](=[O:20])[CH2:7][CH2:8][S:9][CH2:10][C:11]1[CH:12]=[C:13]([CH:17]=[CH:18][CH:19]=1)[C:14]([OH:16])=O)([CH3:4])([CH3:3])[CH3:2].CCN=C=NCCCN(C)C.Cl.[F:33][C:34]([F:66])([F:65])[C:35]1[CH:36]=[C:37]([CH:62]=[CH:63][CH:64]=1)[CH2:38][NH:39][C:40](=[O:61])[C:41]1[CH:46]=[CH:45][N:44]=[C:43]([C:47]2[CH:52]=[C:51]([N:53]([CH2:57][CH2:58][CH3:59])[CH2:54][CH2:55][CH3:56])[CH:50]=[CH:49][C:48]=2[NH2:60])[CH:42]=1.